Task: Predict which catalyst facilitates the given reaction.. Dataset: Catalyst prediction with 721,799 reactions and 888 catalyst types from USPTO (1) Reactant: [C:1]1([S:7][CH:8]([CH2:13][C:14]2[CH:36]=[CH:35][C:17]3[C:18]([CH2:21][CH2:22][C:23]4[N:24]=[C:25]([C:29]5[CH:34]=[CH:33][CH:32]=[CH:31][CH:30]=5)[O:26][C:27]=4[CH3:28])=[N:19][O:20][C:16]=3[CH:15]=2)[C:9]([O:11]C)=[O:10])[CH:6]=[CH:5][CH:4]=[CH:3][CH:2]=1.[OH-].[Na+].Cl. Product: [C:1]1([S:7][CH:8]([CH2:13][C:14]2[CH:36]=[CH:35][C:17]3[C:18]([CH2:21][CH2:22][C:23]4[N:24]=[C:25]([C:29]5[CH:34]=[CH:33][CH:32]=[CH:31][CH:30]=5)[O:26][C:27]=4[CH3:28])=[N:19][O:20][C:16]=3[CH:15]=2)[C:9]([OH:11])=[O:10])[CH:2]=[CH:3][CH:4]=[CH:5][CH:6]=1. The catalyst class is: 8. (2) Reactant: [Cl:1][C:2]1[CH:3]=[CH:4][C:5]([O:12][CH2:13][C:14]([N:16]2[CH2:21][C@H:20]([CH3:22])[N:19]([CH2:23][C:24]3[CH:29]=[CH:28][C:27]([F:30])=[CH:26][CH:25]=3)[CH2:18][C@H:17]2[CH3:31])=[O:15])=[C:6]([CH:11]=1)OCC#N.[Cl-].[NH4+:33].[N-]=[N+]=[N-].[Na+].C(O[CH2:42][CH3:43])(=O)C. Product: [Cl:1][C:2]1[CH:3]=[CH:4][C:5]([O:12][CH2:13][C:14]([N:16]2[CH2:21][C@H:20]([CH3:22])[N:19]([CH2:23][C:24]3[CH:29]=[CH:28][C:27]([F:30])=[CH:26][CH:25]=3)[CH2:18][C@H:17]2[CH3:31])=[O:15])=[C:6]([CH2:43][C:42]#[N:33])[CH:11]=1. The catalyst class is: 9. (3) Reactant: [OH-].[Na+].C[O:4][C:5](=[O:37])[CH2:6][C@H:7]1[C:11]2[CH:12]=[CH:13][C:14]([O:16][C@H:17]3[C:25]4[C:20](=[C:21]([CH2:30][N:31]5[CH2:36][CH2:35][O:34][CH2:33][CH2:32]5)[C:22]([C:26]([F:29])([F:28])[F:27])=[CH:23][CH:24]=4)[CH2:19][CH2:18]3)=[CH:15][C:10]=2[O:9][CH2:8]1. Product: [N:31]1([CH2:30][C:21]2[C:22]([C:26]([F:27])([F:29])[F:28])=[CH:23][CH:24]=[C:25]3[C:20]=2[CH2:19][CH2:18][C@H:17]3[O:16][C:14]2[CH:13]=[CH:12][C:11]3[C@H:7]([CH2:6][C:5]([OH:37])=[O:4])[CH2:8][O:9][C:10]=3[CH:15]=2)[CH2:36][CH2:35][O:34][CH2:33][CH2:32]1. The catalyst class is: 111. (4) Reactant: C([N:8]1[CH2:16][C@@H:15]2[C@:10]([NH:17][C:18]([O:20][C:21]([CH3:24])([CH3:23])[CH3:22])=[O:19])([CH2:11][CH2:12][CH2:13][O:14]2)[CH2:9]1)C1C=CC=CC=1.[H][H]. Product: [C:21]([O:20][C:18]([NH:17][C@@:10]12[CH2:9][NH:8][CH2:16][C@H:15]1[O:14][CH2:13][CH2:12][CH2:11]2)=[O:19])([CH3:24])([CH3:22])[CH3:23]. The catalyst class is: 352. (5) Reactant: [OH:1][C:2]1[C:7]([C@@H:8]2[CH2:12][CH2:11][N:10]([CH3:13])[C@H:9]2[CH2:14][OH:15])=[C:6]([O:16][CH3:17])[CH:5]=[C:4]([O:18][CH3:19])[C:3]=1[C:20](=[O:22])[CH3:21].[Cl:23][C:24]1[CH:33]=[C:32]([O:34][CH3:35])[CH:31]=[CH:30][C:25]=1[C:26](OC)=O.[H-].[Na+]. Product: [Cl:23][C:24]1[CH:33]=[C:32]([O:34][CH3:35])[CH:31]=[CH:30][C:25]=1[C:26]1[O:1][C:2]2[C:3]([C:20](=[O:22])[CH:21]=1)=[C:4]([O:18][CH3:19])[CH:5]=[C:6]([O:16][CH3:17])[C:7]=2[C@@H:8]1[CH2:12][CH2:11][N:10]([CH3:13])[C@H:9]1[CH2:14][OH:15]. The catalyst class is: 3.